Dataset: Drug-target binding data from BindingDB using IC50 measurements. Task: Regression. Given a target protein amino acid sequence and a drug SMILES string, predict the binding affinity score between them. We predict pIC50 (pIC50 = -log10(IC50 in M); higher means more potent). Dataset: bindingdb_ic50. (1) The compound is Clc1ccc2c(NC3CCCC3)ccnc2c1. The target protein (Q86Y97) has sequence MGPDRVTARELCENDDLATSLVLDPYLGFRTHKMNVSPVPPLRRQQHLRSALETFLRQRDLEAAYRALTLGGWTARYFQSRGPRQEAALKTHVYRYLRAFLPESGFTILPCTRYSMETNGAKIVSTRAWKKNEKLELLVGCIAELREADEGLLRAGENDFSIMYSTRKRSAQLWLGPAAFINHDCKPNCKFVPADGNAACVKVLRDIEPGDEVTCFYGEGFFGEKNEHCECHTCERKGEGAFRTRPREPALPPRPLDKYQLRETKRRLQQGLDSGSRQGLLGPRACVHPSPLRRDPFCAACQPLRLPACSARPDTSPLWLQWLPQPQPRVRPRKRRRPRPRRAPVLSTHHAARVSLHRWGGCGPHCRLRGEALVALGQPPHARWAPQQDWHWARRYGLPYVVRVDLRRLAPAPPATPAPAGTPGPILIPKQALAFAPFSPPKRLRLVVSHGSIDLDVGGEEL. The pIC50 is 5.3. (2) The small molecule is C[C@]1(Cn2ccnn2)[C@H](C(=O)O[Na])N2C(=O)C[C@H]2S1(=O)=O. The target protein sequence is MMKKSLCCALLLGISCSALATPVSEKQLAEVVANTVTPLMKAQSVPGMAVAVIYQGKPHYYTFGKADIAANKPVTPQTLFELGSISKTFTGVLGGDAIARGEISLDDPVTRYWPQLTGKQWQGIRMLDLATYTAGGLPLQVPDEVTDNASLLRFYQNWQPQWKPGTTRLYANASIGLFGALAVKPSGMPYEQAMTTRVLKPLKLDHTWINVPKAEEAHYAWGYRDGKAVRAVRVSPGMLDAQAYGVKTNVQDMANWVMANMAPENVADASLKQGIALAQSRYWRIGSMYQGLGWEMLNWPVEANTVVEGSDSKVALAPLPVAEVNPPAPPVKASWVHKTGSTGGFGSYVAFIPEKQIGIVMLANTSYPNPARVEAAYHILEALQ. The pIC50 is 5.5. (3) The drug is CN1C(C(=O)Nc2ccccn2)=C(O)c2sccc2S1(=O)=O. The target protein (P51589) has sequence MLAAMGSLAAALWAVVHPRTLLLGTVAFLLAADFLKRRRPKNYPPGPWRLPFLGNFFLVDFEQSHLEVQLFVKKYGNLFSLELGDISAVLITGLPLIKEALIHMDQNFGNRPVTPMREHIFKKNGLIMSSGQAWKEQRRFTLTALRNFGLGKKSLEERIQEEAQHLTEAIKEENGQPFDPHFKINNAVSNIICSITFGERFEYQDSWFQQLLKLLDEVTYLEASKTCQLYNVFPWIMKFLPGPHQTLFSNWKKLKLFVSHMIDKHRKDWNPAETRDFIDAYLKEMSKHTGNPTSSFHEENLICSTLDLFFAGTETTSTTLRWALLYMALYPEIQEKVQAEIDRVIGQGQQPSTAARESMPYTNAVIHEVQRMGNIIPLNVPREVTVDTTLAGYHLPKGTMILTNLTALHRDPTEWATPDTFNPDHFLENGQFKKREAFMPFSIGKRACLGEQLARTELFIFFTSLMQKFTFRPPNNEKLSLKFRMGITISPVSHRLCAVP.... The pIC50 is 4.3. (4) The small molecule is CN(C)c1ccc(C(=O)Nc2n[nH]c3cc(OCc4ccccc4)ccc23)cc1. The target protein sequence is TYKYLQKPMYEVQWKVVEEINGNNYVYIDPTQLPYDHKWEFPRNRLSFGKTLGAGAFGKVVEATAYGLIKSDAAMTVAVKMLKPSAHLTEREALMSELKVLSYLGNHMNIVNLLGACTIGGPTLVITEYCCYGDLLNFLRRKRDSFICSKQEDHAEAALYKNLLHSKESSCSDSTNEYMDMKPGVSYVVPTKADKRRSVRIGSYIERDVTPAIMEDDELALDLEDLLSFSYQVAKGMAFLASKNCIHRDLAARNILLTHGRITKICDFGLARDIKNDSNYVVKGNARLPVKWMAPESIFNCVYTFESDVWSYGIFLWELFSLGSSPYPGMPVDSKFYKMIKEGFRMLSPEHAPAEMYDIMKTCWDADPLKRPTFKQIVQLIEKQISESTNHIYSNLANCSPNRQKPVVDHSVRINSVGSTASSSQPLLVHDDV. The pIC50 is 5.0. (5) The compound is CCO[C@H]1O[C@@H]2O[C@@]3(C)CC[C@H]4[C@H](C)CC[C@@H]([C@H]1C)[C@]42OO3. The target protein (P08683) has sequence MDPVLVLVLTLSSLLLLSLWRQSFGRGKLPPGPTPLPIIGNTLQIYMKDIGQSIKKFSKVYGPIFTLYLGMKPFVVLHGYEAVKEALVDLGEEFSGRGSFPVSERVNKGLGVIFSNGMQWKEIRRFSIMTLRTFGMGKRTIEDRIQEEAQCLVEELRKSKGAPFDPTFILGCAPCNVICSIIFQNRFDYKDPTFLNLMHRFNENFRLFSSPWLQVCNTFPAIIDYFPGSHNQVLKNFFYIKNYVLEKVKEHQESLDKDNPRDFIDCFLNKMEQEKHNPQSEFTLESLVATVTDMFGAGTETTSTTLRYGLLLLLKHVDVTAKVQEEIERVIGRNRSPCMKDRSQMPYTDAVVHEIQRYIDLVPTNLPHLVTRDIKFRNYFIPKGTNVIVSLSSILHDDKEFPNPEKFDPGHFLDERGNFKKSDYFMPFSAGKRICAGEALARTELFLFFTTILQNFNLKSLVDVKDIDTTPAISGFGHLPPFYEACFIPVQRADSLSSHL.... The pIC50 is 4.0.